From a dataset of Full USPTO retrosynthesis dataset with 1.9M reactions from patents (1976-2016). Predict the reactants needed to synthesize the given product. (1) Given the product [C:1](=[N:14][C:15]1[CH:22]=[C:21]([CH2:23][Br:24])[CH:20]=[CH:19][C:16]=1[C:17]#[N:18])([C:8]1[CH:13]=[CH:12][CH:11]=[CH:10][CH:9]=1)[C:2]1[CH:3]=[CH:4][CH:5]=[CH:6][CH:7]=1, predict the reactants needed to synthesize it. The reactants are: [C:1](=[N:14][C:15]1[CH:22]=[C:21]([CH3:23])[CH:20]=[CH:19][C:16]=1[C:17]#[N:18])([C:8]1[CH:13]=[CH:12][CH:11]=[CH:10][CH:9]=1)[C:2]1[CH:7]=[CH:6][CH:5]=[CH:4][CH:3]=1.[Br:24]N1C(=O)CCC1=O.C(OOC(=O)C1C=CC=CC=1)(=O)C1C=CC=CC=1. (2) Given the product [CH2:24]([N:23]1[C:22]2[C:21](=[O:31])[N:20]([CH2:32][C:33]3[C:42]4[C:37](=[CH:38][CH:39]=[CH:40][CH:41]=4)[CH:36]=[CH:35][N:34]=3)[C:19](=[O:43])[N:18]([CH3:44])[C:17]=2[C:16]([C:45]([N:47]2[CH2:52][CH2:51][O:50][CH2:49][CH2:48]2)=[O:46])=[C:15]1[N:11]1[CH2:12][CH2:13][CH2:14][NH:8][CH2:9][CH2:10]1)[C:25]1[CH:26]=[CH:27][CH:28]=[CH:29][CH:30]=1, predict the reactants needed to synthesize it. The reactants are: C(OC([N:8]1[CH2:14][CH2:13][CH2:12][N:11]([C:15]2[N:23]([CH2:24][C:25]3[CH:30]=[CH:29][CH:28]=[CH:27][CH:26]=3)[C:22]3[C:21](=[O:31])[N:20]([CH2:32][C:33]4[C:42]5[C:37](=[CH:38][CH:39]=[CH:40][CH:41]=5)[CH:36]=[CH:35][N:34]=4)[C:19](=[O:43])[N:18]([CH3:44])[C:17]=3[C:16]=2[C:45]([N:47]2[CH2:52][CH2:51][O:50][CH2:49][CH2:48]2)=[O:46])[CH2:10][CH2:9]1)=O)(C)(C)C. (3) Given the product [CH2:1]([O:8][C:9]1[CH:17]=[C:16]2[C:12]([CH:13]=[N:14][N:15]2[CH:18]2[CH2:23][CH2:22][CH2:21][CH2:20][O:19]2)=[CH:11][CH:10]=1)[C:2]1[CH:3]=[CH:4][CH:5]=[CH:6][CH:7]=1.[CH3:29][N:31]([CH3:32])[C:36](=[O:41])[CH2:37][CH3:38], predict the reactants needed to synthesize it. The reactants are: [CH2:1]([O:8][C:9]1[CH:17]=[C:16]2[C:12]([C:13](CCC(O)=O)=[N:14][N:15]2[CH:18]2[CH2:23][CH2:22][CH2:21][CH2:20][O:19]2)=[CH:11][CH:10]=1)[C:2]1[CH:7]=[CH:6][CH:5]=[CH:4][CH:3]=1.[CH2:29]([N:31](CC)[CH2:32]C)C.[C:36](Cl)(=[O:41])[C:37](C)(C)[CH3:38].CNC.C1COCC1. (4) Given the product [CH3:12][P:2](=[O:13])([CH3:1])[C:3]1[CH:4]=[CH:5][C:6]([NH2:9])=[CH:7][CH:8]=1, predict the reactants needed to synthesize it. The reactants are: [CH3:1][P:2](=[O:13])([CH3:12])[C:3]1[CH:8]=[CH:7][C:6]([N+:9]([O-])=O)=[CH:5][CH:4]=1. (5) Given the product [C:31]([N:28]1[C:29]2[C:25](=[CH:24][CH:23]=[C:22]([N:15]([CH2:16][CH:17]3[CH2:21][CH2:20][CH2:19][CH2:18]3)[C:13](=[O:14])[NH:12][C:10]3[S:11][C:7]([S:6][CH2:5][C:4]([OH:34])=[O:3])=[CH:8][N:9]=3)[CH:30]=2)[CH2:26][CH2:27]1)(=[O:33])[CH3:32], predict the reactants needed to synthesize it. The reactants are: C([O:3][C:4](=[O:34])[CH2:5][S:6][C:7]1[S:11][C:10]([NH:12][C:13]([N:15]([C:22]2[CH:30]=[C:29]3[C:25]([CH2:26][CH2:27][N:28]3[C:31](=[O:33])[CH3:32])=[CH:24][CH:23]=2)[CH2:16][CH:17]2[CH2:21][CH2:20][CH2:19][CH2:18]2)=[O:14])=[N:9][CH:8]=1)C.C1(CN(C2C=CC(S(C)(=O)=O)=CC=2)C(=O)NC2SC=C(CC(O)=O)N=2)CCCC1.C1(CNC2C=C3C(CCN3C(=O)C)=CC=2)CCCC1.C(OC(=O)CSC1SC(N)=NC=1)C. (6) Given the product [Br:1][C:2]1[N:10]([CH2:19][C:20]2[S:21][C:22]([CH3:25])=[CH:23][N:24]=2)[C:9]2[C:8](=[O:11])[N:7]([CH2:12][CH2:13][CH2:14][OH:15])[C:6](=[O:16])[N:5]([CH3:17])[C:4]=2[N:3]=1, predict the reactants needed to synthesize it. The reactants are: [Br:1][C:2]1[NH:10][C:9]2[C:8](=[O:11])[N:7]([CH2:12][CH2:13][CH2:14][OH:15])[C:6](=[O:16])[N:5]([CH3:17])[C:4]=2[N:3]=1.Cl[CH2:19][C:20]1[S:21][C:22]([CH3:25])=[CH:23][N:24]=1.C(=O)([O-])[O-].[K+].[K+]. (7) Given the product [N:1]1([CH2:8][CH2:9][N:10]2[C:14]3=[N:15][CH:16]=[N:17][C:18]([N:19]([CH3:20])[C:25](=[O:27])[CH3:26])=[C:13]3[CH:12]=[N:11]2)[CH2:2][CH2:3][CH2:4][CH2:5][CH2:6][CH2:7]1, predict the reactants needed to synthesize it. The reactants are: [N:1]1([CH2:8][CH2:9][N:10]2[C:14]3=[N:15][CH:16]=[N:17][C:18]([NH:19][CH3:20])=[C:13]3[CH:12]=[N:11]2)[CH2:7][CH2:6][CH2:5][CH2:4][CH2:3][CH2:2]1.C(O[C:25](=[O:27])[CH3:26])(=O)C.